From a dataset of Reaction yield outcomes from USPTO patents with 853,638 reactions. Predict the reaction yield, written as a fraction of the theoretical maximum amount of product (1.0 means a 100% yield; for example, 0.34 means a 34% yield). (1) The reactants are [F:1][C:2]1[CH:7]=[CH:6][CH:5]=[C:4]([F:8])[C:3]=1[N:9]1[C:14]2[N:15]=[C:16](S(C)(=O)=O)[N:17]=[C:18]([C:19]3[CH:24]=[CH:23][C:22]([F:25])=[CH:21][C:20]=3[CH3:26])[C:13]=2[CH:12]=[CH:11][C:10]1=[O:31].[CH3:32][C:33]1[NH:34][C:35](NC)=[N:36][N:37]=1.[CH3:40][N:41]1C(=O)CCC1. No catalyst specified. The product is [F:1][C:2]1[CH:7]=[CH:6][CH:5]=[C:4]([F:8])[C:3]=1[N:9]1[C:14]2[N:15]=[C:16]([NH:41][CH2:40][C:35]3[NH:34][C:33]([CH3:32])=[N:37][N:36]=3)[N:17]=[C:18]([C:19]3[CH:24]=[CH:23][C:22]([F:25])=[CH:21][C:20]=3[CH3:26])[C:13]=2[CH:12]=[CH:11][C:10]1=[O:31]. The yield is 0.140. (2) The reactants are [N+:1]([C:4]1[CH:5]=[C:6]([CH2:10][C:11]#[N:12])[CH:7]=[CH:8][CH:9]=1)([O-:3])=[O:2].Br[CH2:14][CH2:15][CH2:16][CH2:17]Br.[H-].[Na+]. No catalyst specified. The product is [N+:1]([C:4]1[CH:5]=[C:6]([C:10]2([C:11]#[N:12])[CH2:17][CH2:16][CH2:15][CH2:14]2)[CH:7]=[CH:8][CH:9]=1)([O-:3])=[O:2]. The yield is 0.660.